From a dataset of Forward reaction prediction with 1.9M reactions from USPTO patents (1976-2016). Predict the product of the given reaction. (1) Given the reactants S(=O)(=O)(O)O.[Cl:6][C:7]1[C:14]([Cl:15])=[CH:13][CH:12]=[CH:11][C:8]=1[CH:9]=[O:10].[N+:16]([O-])([OH:18])=[O:17], predict the reaction product. The product is: [Cl:6][C:7]1[C:14]([Cl:15])=[CH:13][CH:12]=[C:11]([N+:16]([O-:18])=[O:17])[C:8]=1[CH:9]=[O:10]. (2) Given the reactants [F:1][C:2]1[CH:7]=[CH:6][C:5]([C:8]2[N:9]=[N:10][N:11]([CH3:13])[CH:12]=2)=[CH:4][CH:3]=1.[Li]CCCC.CN([CH:22]=[O:23])C.[Cl-].[NH4+], predict the reaction product. The product is: [F:1][C:2]1[CH:3]=[CH:4][C:5]([C:8]2[N:9]=[N:10][N:11]([CH3:13])[C:12]=2[CH:22]=[O:23])=[CH:6][CH:7]=1. (3) Given the reactants Cl[CH2:2][C:3]1[S:4][CH:5]=[CH:6][N:7]=1.[OH:8][CH2:9][C:10]([N:12]([CH2:14][CH2:15][O:16][C:17]1[CH:26]=[CH:25][CH:24]=[C:23]2[C:18]=1[C:19]([NH:27][C:28]1[CH:33]=[CH:32][C:31]([OH:34])=[C:30]([CH3:35])[CH:29]=1)=[N:20][CH:21]=[N:22]2)[CH3:13])=[O:11], predict the reaction product. The product is: [OH:8][CH2:9][C:10]([N:12]([CH3:13])[CH2:14][CH2:15][O:16][C:17]1[CH:26]=[CH:25][CH:24]=[C:23]2[C:18]=1[C:19]([NH:27][C:28]1[CH:33]=[CH:32][C:31]([O:34][CH2:2][C:3]3[S:4][CH:5]=[CH:6][N:7]=3)=[C:30]([CH3:35])[CH:29]=1)=[N:20][CH:21]=[N:22]2)=[O:11]. (4) Given the reactants [CH:1]1([N:5]2[CH2:11][CH2:10][C:9]3[CH:12]=[CH:13][C:14]([CH:16]4[CH2:21][CH2:20][NH:19][CH2:18][CH2:17]4)=[CH:15][C:8]=3[CH2:7][CH2:6]2)[CH2:4][CH2:3][CH2:2]1.Br[C:23]1[CH:30]=[CH:29][C:26]([C:27]#[N:28])=[CH:25][CH:24]=1.C(=O)([O-])[O-].[Cs+].[Cs+].CC1(C)C2C=CC=C(P(C3C=CC=CC=3)C3C=CC=CC=3)C=2OC2C1=CC=CC=2P(C1C=CC=CC=1)C1C=CC=CC=1, predict the reaction product. The product is: [CH:1]1([N:5]2[CH2:11][CH2:10][C:9]3[CH:12]=[CH:13][C:14]([CH:16]4[CH2:21][CH2:20][N:19]([C:23]5[CH:30]=[CH:29][C:26]([C:27]#[N:28])=[CH:25][CH:24]=5)[CH2:18][CH2:17]4)=[CH:15][C:8]=3[CH2:7][CH2:6]2)[CH2:4][CH2:3][CH2:2]1. (5) Given the reactants [CH:1]1[CH:2]=[CH:3][C:4]([C:7]2[O:17][C:16]3[CH:15]=[C:14]([OH:18])[CH:13]=[C:12]([OH:19])[C:11]=3[C:9](=[O:10])[C:8]=2[OH:20])=[CH:5][CH:6]=1.C(N(CC)CC)C.C1C=CC(N([S:35]([C:38]([F:41])([F:40])[F:39])(=[O:37])=[O:36])[S:35]([C:38]([F:41])([F:40])[F:39])(=[O:37])=[O:36])=CC=1, predict the reaction product. The product is: [OH:20][C:8]1[C:9](=[O:10])[C:11]2[C:16](=[CH:15][C:14]([O:18][S:35]([C:38]([F:41])([F:40])[F:39])(=[O:37])=[O:36])=[CH:13][C:12]=2[OH:19])[O:17][C:7]=1[C:4]1[CH:5]=[CH:6][CH:1]=[CH:2][CH:3]=1. (6) Given the reactants C([O:3][C:4](=[O:20])[C@@H:5]([O:18][CH3:19])[CH2:6][C:7]1[CH:12]=[CH:11][C:10]([O:13][CH2:14][C:15]([OH:17])=O)=[CH:9][CH:8]=1)C.[CH3:21][CH:22]([NH2:27])[CH2:23][CH:24]([CH3:26])[CH3:25].C(O[C@@H](CC1C=CC(O[C@@H](C(=O)NCCC2C=CC(OC3C=CC=CC=3)=CC=2)C)=CC=1)C(O)=O)C, predict the reaction product. The product is: [CH3:21][CH:22]([NH:27][C:15]([CH2:14][O:13][C:10]1[CH:9]=[CH:8][C:7]([CH2:6][C@H:5]([O:18][CH3:19])[C:4]([OH:3])=[O:20])=[CH:12][CH:11]=1)=[O:17])[CH2:23][CH:24]([CH3:26])[CH3:25]. (7) Given the reactants [CH3:1][NH:2][CH2:3][CH2:4][C:5]1[CH:10]=[CH:9][C:8]([C:11]2[N:15]=[CH:14][N:13]([C:16]3[CH:21]=[CH:20][C:19]([O:22][C:23]([F:26])([F:25])[F:24])=[CH:18][CH:17]=3)[N:12]=2)=[CH:7][CH:6]=1.[CH:27]([C:30]1[CH:35]=[CH:34][C:33]([CH3:36])=[CH:32][C:31]=1[N:37]1[C:41](=[O:42])[CH2:40][S:39]/[C:38]/1=[N:43]\[C:44](=[O:55])OC1C=CC([N+]([O-])=O)=CC=1)([CH3:29])[CH3:28], predict the reaction product. The product is: [CH:27]([C:30]1[CH:35]=[CH:34][C:33]([CH3:36])=[CH:32][C:31]=1[N:37]1[C:41](=[O:42])[CH2:40][S:39]/[C:38]/1=[N:43]\[C:44](=[O:55])[N:2]([CH3:1])[CH2:3][CH2:4][C:5]1[CH:10]=[CH:9][C:8]([C:11]2[N:15]=[CH:14][N:13]([C:16]3[CH:21]=[CH:20][C:19]([O:22][C:23]([F:24])([F:26])[F:25])=[CH:18][CH:17]=3)[N:12]=2)=[CH:7][CH:6]=1)([CH3:28])[CH3:29].